This data is from Forward reaction prediction with 1.9M reactions from USPTO patents (1976-2016). The task is: Predict the product of the given reaction. (1) The product is: [C:24]([C:21]1[CH:22]=[CH:23][C:18]([C:17]([NH:16][C:11]2[CH:12]=[CH:13][C:14]([CH3:15])=[C:9]([NH:8][C:33](=[O:34])[C:32]3[CH:36]=[CH:37][C:29]([CH2:28][Cl:27])=[CH:30][CH:31]=3)[CH:10]=2)=[O:26])=[CH:19][CH:20]=1)#[N:25]. Given the reactants C(N(CC)CC)C.[NH2:8][C:9]1[CH:10]=[C:11]([NH:16][C:17](=[O:26])[C:18]2[CH:23]=[CH:22][C:21]([C:24]#[N:25])=[CH:20][CH:19]=2)[CH:12]=[CH:13][C:14]=1[CH3:15].[Cl:27][CH2:28][C:29]1[CH:37]=[CH:36][C:32]([C:33](Cl)=[O:34])=[CH:31][CH:30]=1, predict the reaction product. (2) Given the reactants [CH3:1][C:2]1[N:7]=[C:6]([S:8][CH2:9][C:10]2[N:14]([CH:15]([CH3:17])[CH3:16])[C:13]3[CH:18]=[CH:19][CH:20]=[CH:21][C:12]=3[N:11]=2)[N:5]=[C:4]([OH:22])[CH:3]=1.[ClH:23].O1CCOCC1, predict the reaction product. The product is: [ClH:23].[CH3:1][C:2]1[N:7]=[C:6]([S:8][CH2:9][C:10]2[N:14]([CH:15]([CH3:17])[CH3:16])[C:13]3[CH:18]=[CH:19][CH:20]=[CH:21][C:12]=3[N:11]=2)[N:5]=[C:4]([OH:22])[CH:3]=1.